Dataset: Full USPTO retrosynthesis dataset with 1.9M reactions from patents (1976-2016). Task: Predict the reactants needed to synthesize the given product. (1) Given the product [CH3:15][O:16][C:17]([CH:19]1[CH2:24][CH2:23][CH:22]([C:25]2[CH:30]=[CH:29][C:28]([CH:44]=[CH:43][CH:40]3[CH2:41][CH2:42][CH:37]([CH2:32][CH2:33][CH2:34][CH2:35][CH3:36])[CH2:38][CH2:39]3)=[CH:27][CH:26]=2)[CH2:21][CH2:20]1)=[O:18], predict the reactants needed to synthesize it. The reactants are: CN(C)C(=O)C.P([O-])([O-])([O-])=O.[K+].[K+].[K+].[CH3:15][O:16][C:17]([CH:19]1[CH2:24][CH2:23][CH:22]([C:25]2[CH:30]=[CH:29][C:28](Br)=[CH:27][CH:26]=2)[CH2:21][CH2:20]1)=[O:18].[CH2:32]([CH:37]1[CH2:42][CH2:41][CH:40]([CH:43]=[CH2:44])[CH2:39][CH2:38]1)[CH2:33][CH2:34][CH2:35][CH3:36]. (2) Given the product [N:27]1([CH2:30][CH2:31][N:4]2[CH2:5][CH2:6][N:1]([C:7]3[CH:12]=[CH:11][C:10]([C:13]4[NH:21][C:16]5=[N:17][CH:18]=[CH:19][N:20]=[C:15]5[CH:14]=4)=[CH:9][CH:8]=3)[CH2:2][CH2:3]2)[CH2:28][CH2:29][O:24][CH2:25][CH2:26]1, predict the reactants needed to synthesize it. The reactants are: [N:1]1([C:7]2[CH:12]=[CH:11][C:10]([C:13]3[NH:21][C:16]4=[N:17][CH:18]=[CH:19][N:20]=[C:15]4[CH:14]=3)=[CH:9][CH:8]=2)[CH2:6][CH2:5][NH:4][CH2:3][CH2:2]1.[OH-].[K+].[O:24]1[CH2:29][CH2:28][N:27]([CH2:30][CH2:31]Cl)[CH2:26][CH2:25]1. (3) Given the product [I:40][C:19]1[C:20]([O:27][CH3:28])=[CH:21][CH:22]=[C:23]([O:25][CH3:26])[C:24]=1[C:3]1[C:8]([CH:9]([CH3:11])[CH3:10])=[CH:7][C:6]([CH:12]([CH3:14])[CH3:13])=[C:5]([C:36]2[CH:35]=[CH:34][CH:39]=[CH:38][CH:37]=2)[C:4]=1[CH:15]([CH3:17])[CH3:16], predict the reactants needed to synthesize it. The reactants are: [Mg].Br[C:3]1[C:8]([CH:9]([CH3:11])[CH3:10])=[CH:7][C:6]([CH:12]([CH3:14])[CH3:13])=[CH:5][C:4]=1[CH:15]([CH3:17])[CH3:16].F[C:19]1[CH:24]=[C:23]([O:25][CH3:26])[CH:22]=[CH:21][C:20]=1[O:27][CH3:28].[Li]CCCC.[CH3:34][CH2:35][CH2:36][CH2:37][CH2:38][CH3:39].[I:40]I. (4) The reactants are: [ClH:1].Cl.[Br:3][C:4]1[CH:5]=[C:6]([CH:37]=[C:38]([C:40]([F:43])([F:42])[F:41])[CH:39]=1)[C:7]([N:9]([CH2:11][C@H:12]([C:30]1[CH:35]=[CH:34][C:33]([F:36])=[CH:32][CH:31]=1)[CH2:13][CH2:14][N:15]1[CH2:18][CH:17]([N:19]2[CH2:24][CH2:23][N:22]3[C:25](=[O:29])[CH2:26][CH2:27]C[CH:21]3[CH2:20]2)[CH2:16]1)[CH3:10])=[O:8].N1CC(N2CCN(C(=O)CC)CC2)C1.C(O[BH-](OC(=O)C)OC(=O)C)(=O)C.[Na+].CCN(C(C)C)C(C)C. Given the product [ClH:1].[ClH:1].[Br:3][C:4]1[CH:5]=[C:6]([CH:37]=[C:38]([C:40]([F:41])([F:42])[F:43])[CH:39]=1)[C:7]([N:9]([CH2:11][C@H:12]([C:30]1[CH:35]=[CH:34][C:33]([F:36])=[CH:32][CH:31]=1)[CH2:13][CH2:14][N:15]1[CH2:18][CH:17]([N:19]2[CH2:20][CH2:21][N:22]([C:25](=[O:29])[CH2:26][CH3:27])[CH2:23][CH2:24]2)[CH2:16]1)[CH3:10])=[O:8], predict the reactants needed to synthesize it. (5) Given the product [CH2:1]([O:3][C:4]([N:6]1[CH2:12][CH:11]([N:13]2[C:14](=[O:23])[C:15]3[C:20](=[CH:19][CH:18]=[CH:17][CH:16]=3)[C:21]2=[O:22])[C:10]([O:24][CH3:30])=[N:9][CH2:8][CH2:7]1)=[O:5])[CH3:2], predict the reactants needed to synthesize it. The reactants are: [CH2:1]([O:3][C:4]([N:6]1[CH2:12][CH:11]([N:13]2[C:21](=[O:22])[C:20]3[C:15](=[CH:16][CH:17]=[CH:18][CH:19]=3)[C:14]2=[O:23])[C:10](=[O:24])[NH:9][CH2:8][CH2:7]1)=[O:5])[CH3:2].F[B-](F)(F)F.[CH3:30][O+](C)C.C(=O)([O-])O.[Na+]. (6) Given the product [CH2:1]([N:8]1[C:16]2[C:11](=[CH:12][C:13]([NH2:17])=[CH:14][CH:15]=2)[CH:10]=[N:9]1)[C:2]1[CH:3]=[CH:4][CH:5]=[CH:6][CH:7]=1, predict the reactants needed to synthesize it. The reactants are: [CH2:1]([N:8]1[C:16]2[C:11](=[CH:12][C:13]([N+:17]([O-])=O)=[CH:14][CH:15]=2)[CH:10]=[N:9]1)[C:2]1[CH:7]=[CH:6][CH:5]=[CH:4][CH:3]=1. (7) The reactants are: [H-].[Na+].[F:3][C:4]1[CH:13]=[C:12]2[C:7]([C:8](=[O:14])[NH:9][CH:10]=[N:11]2)=[CH:6][CH:5]=1.[CH2:15](Br)[C:16]1[CH:21]=[CH:20][CH:19]=[CH:18][CH:17]=1.O. Given the product [CH2:15]([N:9]1[C:8](=[O:14])[C:7]2[C:12](=[CH:13][C:4]([F:3])=[CH:5][CH:6]=2)[N:11]=[CH:10]1)[C:16]1[CH:21]=[CH:20][CH:19]=[CH:18][CH:17]=1, predict the reactants needed to synthesize it.